From a dataset of Forward reaction prediction with 1.9M reactions from USPTO patents (1976-2016). Predict the product of the given reaction. (1) Given the reactants [CH3:1][O:2][C:3]1[CH:19]=[C:18]2[C:6]([C:7](=O)[CH2:8][C:9]3([O:17]2)[CH2:12][CH:11]([C:13]([O:15][CH3:16])=[O:14])[CH2:10]3)=[CH:5][CH:4]=1.C([O-])(=O)C.[Na+].[CH3:26][O:27][NH2:28].Cl, predict the reaction product. The product is: [CH3:1][O:2][C:3]1[CH:19]=[C:18]2[C:6]([C:7](=[N:28][O:27][CH3:26])[CH2:8][C:9]3([O:17]2)[CH2:12][CH:11]([C:13]([O:15][CH3:16])=[O:14])[CH2:10]3)=[CH:5][CH:4]=1. (2) Given the reactants [H-].[Na+].[Cl:3][C:4]1[CH:5]=[C:6]([OH:10])[CH:7]=[CH:8][CH:9]=1.Cl[C:12]1[CH:17]=[CH:16][C:15]([C:18]2[S:19][C:20]3[N:21]=[CH:22][N:23]=[CH:24][C:25]=3[N:26]=2)=[CH:14][C:13]=1[C:27]#[N:28].O, predict the reaction product. The product is: [Cl:3][C:4]1[CH:5]=[C:6]([O:10][C:12]2[CH:17]=[CH:16][C:15]([C:18]3[S:19][C:20]4[N:21]=[CH:22][N:23]=[CH:24][C:25]=4[N:26]=3)=[CH:14][C:13]=2[C:27]#[N:28])[CH:7]=[CH:8][CH:9]=1. (3) Given the reactants [Cl:1][C:2]1[CH:26]=[CH:25][C:5]([C:6]2[C:11]([C:12]3[CH:21]=[CH:20][C:19]4[C:14](=[CH:15][CH:16]=[C:17](C(O)=O)[CH:18]=4)[N:13]=3)=[CH:10][CH:9]=[CH:8][CH:7]=2)=[CH:4][CH:3]=1.C([O:29][C:30](=[O:77])[C:31]1[CH:36]=[CH:35][C:34]([NH:37]C2CCCCC2)=[C:33]([NH:44][C:45](C2C=C3C(=CC=2)N=C(C2C(C4C=CC(Cl)=CC=4)=CC=C(C(N4CCCC4)=O)C=2)C=C3)=O)[CH:32]=1)C, predict the reaction product. The product is: [Cl:1][C:2]1[CH:3]=[CH:4][C:5]([C:6]2[C:11]([C:12]3[CH:21]=[CH:20][C:19]4[C:14](=[CH:15][CH:16]=[C:17]([C:45]5[NH:37][C:34]6[CH:35]=[CH:36][C:31]([C:30]([OH:29])=[O:77])=[CH:32][C:33]=6[N:44]=5)[CH:18]=4)[N:13]=3)=[CH:10][CH:9]=[CH:8][CH:7]=2)=[CH:25][CH:26]=1.